From a dataset of Forward reaction prediction with 1.9M reactions from USPTO patents (1976-2016). Predict the product of the given reaction. (1) Given the reactants [CH3:1][NH:2][C@@H:3]1[CH2:8][CH2:7][C@H:6]([C:9]([O:11]C)=[O:10])[CH2:5][CH2:4]1.[OH-].[Na+], predict the reaction product. The product is: [CH3:1][NH:2][C@@H:3]1[CH2:8][CH2:7][C@H:6]([C:9]([OH:11])=[O:10])[CH2:5][CH2:4]1. (2) The product is: [N:3]1[CH:4]=[CH:5][CH:6]=[CH:7][C:2]=1[C:11]#[C:10][CH2:9][CH2:8][C:12]1[CH:21]=[CH:20][C:19]2[C:14](=[CH:15][CH:16]=[CH:17][CH:18]=2)[N:13]=1. Given the reactants Br[C:2]1[CH:7]=[CH:6][CH:5]=[CH:4][N:3]=1.[CH2:8]([C:12]1[CH:21]=[CH:20][C:19]2[C:14](=[CH:15][CH:16]=[CH:17][CH:18]=2)[N:13]=1)[CH2:9][C:10]#[CH:11], predict the reaction product. (3) Given the reactants [OH:1][CH2:2][CH2:3][CH2:4][C:5]1[C:6]([CH:18]([CH3:20])[CH3:19])=[N:7][N:8]([C:10]2[N:15]=[N:14][C:13]([C:16]#[N:17])=[CH:12][CH:11]=2)[CH:9]=1.O[C:22]1[C:27]([O:28][CH3:29])=[CH:26][CH:25]=[CH:24][C:23]=1[CH2:30][C:31]([O:33]C)=[O:32].C(P(CCCC)CCCC)CCC.N(C(N1CCCCC1)=O)=NC(N1CCCCC1)=O, predict the reaction product. The product is: [C:16]([C:13]1[N:14]=[N:15][C:10]([N:8]2[CH:9]=[C:5]([CH2:4][CH2:3][CH2:2][O:1][C:22]3[C:27]([O:28][CH3:29])=[CH:26][CH:25]=[CH:24][C:23]=3[CH2:30][C:31]([OH:33])=[O:32])[C:6]([CH:18]([CH3:20])[CH3:19])=[N:7]2)=[CH:11][CH:12]=1)#[N:17]. (4) Given the reactants O1[CH2:5][CH2:4][NH:3][C:2]1=O.[C:7]1([C@@H:13]2[CH2:17][O:16][C:15](=[O:18])[NH:14]2)[CH:12]=[CH:11][CH:10]=[CH:9][CH:8]=1, predict the reaction product. The product is: [C:7]1([C@@H:13]2[CH2:17][O:16][C:15](=[O:18])[N:14]2[CH2:12][CH2:7][CH:8]2[CH2:5][CH2:4][NH:3][CH2:2][CH2:9]2)[CH:8]=[CH:9][CH:10]=[CH:11][CH:12]=1. (5) Given the reactants CC(OC(/N=N/C(OC(C)(C)C)=O)=O)(C)C.[Cl:17][C:18]1[C:27]2[C:22](=[CH:23][C:24]([O:29][CH3:30])=[C:25]([OH:28])[CH:26]=2)[N:21]=[CH:20][N:19]=1.O[CH:32]1[CH2:37][CH2:36][CH2:35][CH2:34][N:33]1[C:38]([O:40][C:41]([CH3:44])([CH3:43])[CH3:42])=[O:39].C1(P(C2C=CC=CC=2)C2C=CC=CC=2)C=CC=CC=1, predict the reaction product. The product is: [Cl:17][C:18]1[C:27]2[C:22](=[CH:23][C:24]([O:29][CH3:30])=[C:25]([O:28][CH:36]3[CH2:35][CH2:34][N:33]([C:38]([O:40][C:41]([CH3:44])([CH3:43])[CH3:42])=[O:39])[CH2:32][CH2:37]3)[CH:26]=2)[N:21]=[CH:20][N:19]=1. (6) Given the reactants Br[C:2]1[CH:3]=[C:4]([CH:8]([C:23]2([OH:29])[CH2:28][CH2:27][CH2:26][CH2:25][CH2:24]2)[CH2:9][N:10]2[CH2:15][CH2:14][N:13]([C:16]([O:18][C:19]([CH3:22])([CH3:21])[CH3:20])=[O:17])[CH2:12][CH2:11]2)[CH:5]=[CH:6][CH:7]=1.[CH2:30]([Sn](CCCC)(CCCC)C=C)[CH2:31]CC, predict the reaction product. The product is: [OH:29][C:23]1([CH:8]([C:4]2[CH:5]=[CH:6][CH:7]=[C:2]([CH:30]=[CH2:31])[CH:3]=2)[CH2:9][N:10]2[CH2:15][CH2:14][N:13]([C:16]([O:18][C:19]([CH3:22])([CH3:21])[CH3:20])=[O:17])[CH2:12][CH2:11]2)[CH2:28][CH2:27][CH2:26][CH2:25][CH2:24]1.